This data is from Forward reaction prediction with 1.9M reactions from USPTO patents (1976-2016). The task is: Predict the product of the given reaction. (1) Given the reactants [F:1][C:2]1[CH:9]=[CH:8][C:5]([C:6]#[N:7])=[CH:4][C:3]=1[N+:10]([O-])=O.[Cl-].[NH4+].C(O)C.O, predict the reaction product. The product is: [NH2:10][C:3]1[CH:4]=[C:5]([CH:8]=[CH:9][C:2]=1[F:1])[C:6]#[N:7]. (2) The product is: [NH2:8][NH:9][C:10]([C:12]1[CH:13]=[C:14]2[C:18](=[CH:19][CH:20]=1)[NH:17][N:16]=[C:15]2[C:21]1[CH:26]=[CH:25][C:24]([F:27])=[CH:23][CH:22]=1)=[O:11]. Given the reactants C(OC([NH:8][NH:9][C:10]([C:12]1[CH:13]=[C:14]2[C:18](=[CH:19][CH:20]=1)[NH:17][N:16]=[C:15]2[C:21]1[CH:26]=[CH:25][C:24]([F:27])=[CH:23][CH:22]=1)=[O:11])=O)(C)(C)C.Cl.[OH-].[Na+], predict the reaction product. (3) The product is: [C:28]([N:36]1[CH2:37][CH2:38][C:39]([CH2:48][CH2:49][N:23]2[CH2:24][CH2:25][CH:20]([C:18]3[O:17][N:16]=[C:15]([CH2:14][C:13]4[CH:12]=[CH:11][C:10]([O:9][CH3:8])=[CH:27][CH:26]=4)[N:19]=3)[CH2:21][CH2:22]2)([C:42]2[CH:47]=[CH:46][CH:45]=[CH:44][CH:43]=2)[CH2:40][CH2:41]1)(=[O:35])[C:29]1[CH:30]=[CH:31][CH:32]=[CH:33][CH:34]=1. Given the reactants C(O)(C(F)(F)F)=O.[CH3:8][O:9][C:10]1[CH:27]=[CH:26][C:13]([CH2:14][C:15]2[N:19]=[C:18]([CH:20]3[CH2:25][CH2:24][NH:23][CH2:22][CH2:21]3)[O:17][N:16]=2)=[CH:12][CH:11]=1.[C:28]([N:36]1[CH2:41][CH2:40][C:39]([CH2:48][CH:49]=O)([C:42]2[CH:47]=[CH:46][CH:45]=[CH:44][CH:43]=2)[CH2:38][CH2:37]1)(=[O:35])[C:29]1[CH:34]=[CH:33][CH:32]=[CH:31][CH:30]=1.[BH-](OC(C)=O)(OC(C)=O)OC(C)=O.[Na+].C([O-])(O)=O.[Na+].C([O-])=O, predict the reaction product. (4) Given the reactants [CH2:1]([N:8]([CH3:30])[C@@H:9]1[CH2:14][CH2:13][N:12]([CH2:15][CH2:16][C:17]2[CH:22]=[CH:21][C:20]([F:23])=[CH:19][CH:18]=2)[CH2:11][C@H:10]1[CH2:24]OS(C)(=O)=O)[C:2]1[CH:7]=[CH:6][CH:5]=[CH:4][CH:3]=1.[N-:31]=[N+:32]=[N-:33].[Na+], predict the reaction product. The product is: [N:31]([CH2:24][C@H:10]1[C@H:9]([N:8]([CH2:1][C:2]2[CH:7]=[CH:6][CH:5]=[CH:4][CH:3]=2)[CH3:30])[CH2:14][CH2:13][N:12]([CH2:15][CH2:16][C:17]2[CH:22]=[CH:21][C:20]([F:23])=[CH:19][CH:18]=2)[CH2:11]1)=[N+:32]=[N-:33]. (5) Given the reactants C[O:2][C:3]1[CH:30]=[CH:29][CH:28]=[CH:27][C:4]=1[CH2:5][N:6]1[CH2:10][C:9]([CH3:12])([CH3:11])[CH:8]([O:13][C:14]2[CH:21]=[CH:20][C:17]([C:18]#[N:19])=[C:16]([C:22]([F:25])([F:24])[F:23])[CH:15]=2)[C:7]1=[O:26], predict the reaction product. The product is: [OH:2][C:3]1[CH:30]=[CH:29][CH:28]=[CH:27][C:4]=1[CH2:5][N:6]1[CH2:10][C:9]([CH3:11])([CH3:12])[CH:8]([O:13][C:14]2[CH:21]=[CH:20][C:17]([C:18]#[N:19])=[C:16]([C:22]([F:25])([F:23])[F:24])[CH:15]=2)[C:7]1=[O:26].